From a dataset of Full USPTO retrosynthesis dataset with 1.9M reactions from patents (1976-2016). Predict the reactants needed to synthesize the given product. (1) Given the product [CH3:7][C:8]1[CH:9]=[C:10]([SH:15])[CH:11]=[CH:12][C:13]=1[OH:14], predict the reactants needed to synthesize it. The reactants are: [H-].[H-].[H-].[H-].[Al+3].[Li+].[CH3:7][C:8]1[CH:9]=[C:10]([S:15]C#N)[CH:11]=[CH:12][C:13]=1[OH:14]. (2) Given the product [N:17]1[CH:18]=[CH:19][CH:20]=[C:15]([CH:14]=[CH:13][C:12]2[C:8]([C:5]3[NH:6][CH:7]=[C:3]([C:2]#[N:24])[N:4]=3)=[N:9][NH:10][CH:11]=2)[CH:16]=1, predict the reactants needed to synthesize it. The reactants are: F[C:2](F)(F)[C:3]1[N:4]=[C:5]([C:8]2[C:12]([CH:13]=[CH:14][C:15]3[CH:16]=[N:17][CH:18]=[CH:19][CH:20]=3)=[CH:11][NH:10][N:9]=2)[NH:6][CH:7]=1.[OH-].[NH4+:24]. (3) The reactants are: [C:1]([C:5]1[CH:6]=[CH:7][C:8]([I:12])=[C:9]([OH:11])[CH:10]=1)([CH3:4])([CH3:3])[CH3:2].C(=O)([O-])[O-].[K+].[K+].[CH2:19](I)[CH3:20]. Given the product [C:1]([C:5]1[CH:6]=[CH:7][C:8]([I:12])=[C:9]([O:11][CH2:19][CH3:20])[CH:10]=1)([CH3:4])([CH3:2])[CH3:3], predict the reactants needed to synthesize it. (4) Given the product [Cl:10][C:11]1[S:15][C:14]([C:16]2[C:20]([C:39]3[N:38]=[CH:37][N:36]=[C:35]([NH2:34])[CH:40]=3)=[CH:19][N:18]([CH2:30][CH:31]([CH3:32])[CH3:33])[N:17]=2)=[CH:13][CH:12]=1, predict the reactants needed to synthesize it. The reactants are: C(#N)C.C(=O)([O-])[O-].[K+].[K+].[Cl:10][C:11]1[S:15][C:14]([C:16]2[C:20](B3OC(C)(C)C(C)(C)O3)=[CH:19][N:18]([CH2:30][CH:31]([CH3:33])[CH3:32])[N:17]=2)=[CH:13][CH:12]=1.[NH2:34][C:35]1[CH:40]=[C:39](Cl)[N:38]=[CH:37][N:36]=1. (5) Given the product [Cl-:26].[CH2:1]([C:5]1[CH:10]=[CH:9][C:8]([CH:11]([CH3:25])[C:12]([NH:14][CH2:15][CH2:16][NH3+:17])=[O:13])=[CH:7][CH:6]=1)[CH:2]([CH3:4])[CH3:3], predict the reactants needed to synthesize it. The reactants are: [CH2:1]([C:5]1[CH:10]=[CH:9][C:8]([CH:11]([CH3:25])[C:12]([NH:14][CH2:15][CH2:16][NH:17]C(=O)OC(C)(C)C)=[O:13])=[CH:7][CH:6]=1)[CH:2]([CH3:4])[CH3:3].[ClH:26]. (6) Given the product [CH3:2][Si:3]([NH:6][Si:7]([CH3:10])([CH3:9])[CH3:8])([CH3:5])[CH3:4], predict the reactants needed to synthesize it. The reactants are: [Li+].[CH3:2][Si:3]([N-:6][Si:7]([CH3:10])([CH3:9])[CH3:8])([CH3:5])[CH3:4]. (7) Given the product [F:1][C:2]1[CH:7]=[CH:6][CH:5]=[CH:4][C:3]=1[N:8]1[C:12]([C:13]2[CH:18]=[CH:17][CH:16]=[CH:15][C:14]=2[C:19]2[CH:24]=[CH:23][CH:22]=[CH:21][C:20]=2[O:25][CH3:26])=[N:11][N:10]=[N:9]1, predict the reactants needed to synthesize it. The reactants are: [F:1][C:2]1[CH:7]=[CH:6][CH:5]=[CH:4][C:3]=1[N:8]1[C:12]([C:13]2[CH:18]=[CH:17][CH:16]=[CH:15][C:14]=2[C:19]2[CH:24]=[CH:23][CH:22]=[CH:21][C:20]=2[OH:25])=[N:11][N:10]=[N:9]1.[CH3:26]OC1C=CC=CC=1B(O)O.